This data is from Forward reaction prediction with 1.9M reactions from USPTO patents (1976-2016). The task is: Predict the product of the given reaction. Given the reactants C[O:2][C:3](=O)[C:4]1[CH:12]=[C:11]([OH:13])[CH:10]=[C:6]([C:7]([OH:9])=[O:8])[CH:5]=1.[H-].[Al+3].[Li+].[H-].[H-].[H-].COC(=O)C1C=C(CO)C=C(O)C=1.[OH-].[Na+].Cl, predict the reaction product. The product is: [OH:13][C:11]1[CH:10]=[C:6]([CH:5]=[C:4]([CH2:3][OH:2])[CH:12]=1)[C:7]([OH:9])=[O:8].